From a dataset of Catalyst prediction with 721,799 reactions and 888 catalyst types from USPTO. Predict which catalyst facilitates the given reaction. (1) Reactant: [CH2:1]([N:3]([CH2:30][CH3:31])[CH2:4][CH2:5][NH:6][C:7]([C:9]1[C:17]2[CH2:16][CH2:15][CH2:14]/[C:13](=[C:18]3/[C:19](=[O:28])[NH:20][C:21]4[C:26]/3=[CH:25][C:24]([F:27])=[CH:23][CH:22]=4)/[C:12]=2[NH:11][C:10]=1[CH3:29])=[O:8])[CH3:2].C(#N)C.[CH3:35][S:36]([OH:39])(=[O:38])=[O:37]. Product: [CH3:35][S:36]([OH:39])(=[O:38])=[O:37].[CH2:30]([N:3]([CH2:1][CH3:2])[CH2:4][CH2:5][NH:6][C:7]([C:9]1[C:17]2[CH2:16][CH2:15][CH2:14]/[C:13](=[C:18]3/[C:19](=[O:28])[NH:20][C:21]4[C:26]/3=[CH:25][C:24]([F:27])=[CH:23][CH:22]=4)/[C:12]=2[NH:11][C:10]=1[CH3:29])=[O:8])[CH3:31]. The catalyst class is: 4. (2) Reactant: [OH-].[Na+].CC(C)(C)C(OC[N:9]1[C:18](=[O:19])[C:17]2[C:12](=[CH:13][C:14]([CH3:47])=[C:15]([CH2:20][N:21]([CH2:44][C:45]#[CH:46])[C:22]3[CH:42]=[CH:41][C:25]([C:26]([NH:28][C@@H:29]([CH2:34][CH2:35][C:36]4[NH:40][N:39]=[N:38][N:37]=4)[C:30]([O:32]C)=[O:31])=[O:27])=[C:24]([F:43])[CH:23]=3)[CH:16]=2)[N:11]=[C:10]1[CH3:48])=O.O1CCCC1.S(=O)(O)[O-].[Na+]. Product: [CH3:48][C:10]1[NH:9][C:18](=[O:19])[C:17]2[C:12](=[CH:13][C:14]([CH3:47])=[C:15]([CH2:20][N:21]([CH2:44][C:45]#[CH:46])[C:22]3[CH:42]=[CH:41][C:25]([C:26]([NH:28][C@@H:29]([CH2:34][CH2:35][C:36]4[NH:40][N:39]=[N:38][N:37]=4)[C:30]([OH:32])=[O:31])=[O:27])=[C:24]([F:43])[CH:23]=3)[CH:16]=2)[N:11]=1. The catalyst class is: 6. (3) Reactant: [Cl:1][C:2]1[CH:3]=[C:4]([N:13]([CH2:29][CH3:30])[C@H:14]2[CH2:19][CH2:18][C@H:17]([NH:20][CH:21]([C:23]3[CH:24]=[N:25][CH:26]=[CH:27][CH:28]=3)[CH3:22])[CH2:16][CH2:15]2)[C:5]([CH3:12])=[C:6]([CH:11]=1)[C:7]([O:9][CH3:10])=[O:8].C=O.[BH-](OC(C)=O)(OC(C)=O)O[C:35](C)=O.[Na+]. Product: [Cl:1][C:2]1[CH:3]=[C:4]([N:13]([CH2:29][CH3:30])[C@H:14]2[CH2:19][CH2:18][C@H:17]([N:20]([CH3:35])[CH:21]([C:23]3[CH:24]=[N:25][CH:26]=[CH:27][CH:28]=3)[CH3:22])[CH2:16][CH2:15]2)[C:5]([CH3:12])=[C:6]([CH:11]=1)[C:7]([O:9][CH3:10])=[O:8]. The catalyst class is: 46. (4) The catalyst class is: 2. Reactant: C(OC(=O)[N:7]([C@H:19]1[CH2:24][CH2:23][C@@H:22]([N:25]2[C:30](=[O:31])[C:29]3[CH:32]=[C:33]([F:36])[CH:34]=[N:35][C:28]=3[N:27]([C:37]3[CH:38]=[C:39]([C:43]4[CH:48]=[CH:47][C:46](C=O)=[CH:45][CH:44]=4)[CH:40]=[CH:41][CH:42]=3)[C:26]2=[O:51])[CH2:21][CH2:20]1)[CH2:8][C:9]1[N:10]=[C:11]2[CH:16]=[CH:15][C:14]([F:17])=[CH:13][N:12]2[CH:18]=1)(C)(C)C.[N:53]1([C:59](OC(C)(C)C)=O)[CH2:58][CH2:57][NH:56][CH2:55][CH2:54]1.C(O[BH-](OC(=O)C)OC(=O)C)(=O)C.[Na+].CO. Product: [F:36][C:33]1[CH:34]=[N:35][C:28]2[N:27]([C:37]3[CH:38]=[C:39]([C:43]4[CH:48]=[CH:47][C:46]([CH2:59][N:53]5[CH2:54][CH2:55][NH:56][CH2:57][CH2:58]5)=[CH:45][CH:44]=4)[CH:40]=[CH:41][CH:42]=3)[C:26](=[O:51])[N:25]([C@H:22]3[CH2:21][CH2:20][C@@H:19]([NH:7][CH2:8][C:9]4[N:10]=[C:11]5[CH:16]=[CH:15][C:14]([F:17])=[CH:13][N:12]5[CH:18]=4)[CH2:24][CH2:23]3)[C:30](=[O:31])[C:29]=2[CH:32]=1. (5) Reactant: [CH3:1][CH2:2][O:3][C:4]([C@@H:6]1[CH2:10][C@@H:9]([OH:11])[CH2:8][N:7]1[C:12]([O:14][C:15]([CH3:18])([CH3:17])[CH3:16])=[O:13])=[O:5].[C:19]1([CH3:29])[CH:24]=[CH:23][C:22]([S:25](Cl)(=[O:27])=[O:26])=[CH:21][CH:20]=1. Product: [CH3:1][CH2:2][O:3][C:4]([C@@H:6]1[CH2:10][C@@H:9]([O:11][S:25]([C:22]2[CH:23]=[CH:24][C:19]([CH3:29])=[CH:20][CH:21]=2)(=[O:27])=[O:26])[CH2:8][N:7]1[C:12]([O:14][C:15]([CH3:17])([CH3:16])[CH3:18])=[O:13])=[O:5]. The catalyst class is: 17.